From a dataset of Peptide-MHC class I binding affinity with 185,985 pairs from IEDB/IMGT. Regression. Given a peptide amino acid sequence and an MHC pseudo amino acid sequence, predict their binding affinity value. This is MHC class I binding data. (1) The peptide sequence is KTTFKPNTW. The MHC is HLA-A02:01 with pseudo-sequence HLA-A02:01. The binding affinity (normalized) is 0.0847. (2) The peptide sequence is WPALSSIAA. The MHC is HLA-A31:01 with pseudo-sequence HLA-A31:01. The binding affinity (normalized) is 0.0847. (3) The peptide sequence is THFLLRGPF. The MHC is Mamu-B17 with pseudo-sequence Mamu-B17. The binding affinity (normalized) is 0.264. (4) The peptide sequence is QRGGQCTEV. The MHC is Mamu-B17 with pseudo-sequence Mamu-B17. The binding affinity (normalized) is 0.00572. (5) The peptide sequence is VAAKGAPAL. The MHC is HLA-B40:01 with pseudo-sequence HLA-B40:01. The binding affinity (normalized) is 0.0847. (6) The peptide sequence is DRGKDKVKVL. The MHC is Mamu-B08 with pseudo-sequence Mamu-B08. The binding affinity (normalized) is 0.